Task: Predict the reactants needed to synthesize the given product.. Dataset: Full USPTO retrosynthesis dataset with 1.9M reactions from patents (1976-2016) (1) Given the product [Br:1][C:2]1[CH:3]=[CH:4][C:5]([N:21]2[CH2:20][CH2:19][N:18]([C:11]([O:13][C:14]([CH3:17])([CH3:16])[CH3:15])=[O:12])[CH2:23][CH2:22]2)=[C:6]([O:8][CH3:9])[CH:7]=1, predict the reactants needed to synthesize it. The reactants are: [Br:1][C:2]1[CH:3]=[CH:4][C:5](I)=[C:6]([O:8][CH3:9])[CH:7]=1.[C:11]([N:18]1[CH2:23][CH2:22][NH:21][CH2:20][CH2:19]1)([O:13][C:14]([CH3:17])([CH3:16])[CH3:15])=[O:12].CC1(C)C2C(=C(P(C3C=CC=CC=3)C3C=CC=CC=3)C=CC=2)OC2C(P(C3C=CC=CC=3)C3C=CC=CC=3)=CC=CC1=2.CC(C)([O-])C.[Na+]. (2) Given the product [CH2:1]([O:3][C:4]1[N:13]=[CH:12][CH:11]=[C:10]2[C:5]=1[CH:6]([C:22]1[CH:23]=[CH:24][CH:25]=[C:26]3[C:31]=1[O:30][C:29]([CH3:32])=[CH:28][C:27]3=[O:33])[C:7]([C:15]([OH:17])=[O:16])=[C:8]([CH3:14])[NH:9]2)[CH3:2], predict the reactants needed to synthesize it. The reactants are: [CH2:1]([O:3][C:4]1[N:13]=[CH:12][CH:11]=[C:10]2[C:5]=1[CH:6]([C:22]1[CH:23]=[CH:24][CH:25]=[C:26]3[C:31]=1[O:30][C:29]([CH3:32])=[CH:28][C:27]3=[O:33])[C:7]([C:15]([O:17]CCC#N)=[O:16])=[C:8]([CH3:14])[NH:9]2)[CH3:2].[OH-].[Na+].C(OCC)C. (3) Given the product [OH:28][CH2:27][CH2:26][O:25][CH2:24][CH2:23][O:22][CH2:21][CH2:20][O:19][CH2:18][CH2:17][CH2:16][CH2:15][CH2:14][CH2:13][CH2:12][CH2:11][CH2:10][CH2:9][CH2:8][NH:7][C:6](=[O:5])[CH2:30][SH:33], predict the reactants needed to synthesize it. The reactants are: C([O:5][C:6](=O)[NH:7][CH2:8][CH2:9][CH2:10][CH2:11][CH2:12][CH2:13][CH2:14][CH2:15][CH2:16][CH2:17][CH2:18][O:19][CH2:20][CH2:21][O:22][CH2:23][CH2:24][O:25][CH2:26][CH2:27][OH:28])(C)(C)C.[C:30](S)(=[S:33])CC. (4) Given the product [C:2]([C:4]1[CH:5]=[C:6]([CH:9]=[C:10]([F:17])[C:11]=1[NH:12][S:13]([CH3:16])(=[O:15])=[O:14])[CH2:7][NH:8][C:34](=[O:35])[CH:33]=[CH:32][C:31]1[C:26]([CH3:25])=[N:27][C:28]([C:37]([F:38])([F:39])[F:40])=[CH:29][CH:30]=1)#[CH:3], predict the reactants needed to synthesize it. The reactants are: Cl.[C:2]([C:4]1[CH:5]=[C:6]([CH:9]=[C:10]([F:17])[C:11]=1[NH:12][S:13]([CH3:16])(=[O:15])=[O:14])[CH2:7][NH2:8])#[CH:3].CN1CCOCC1.[CH3:25][C:26]1[C:31]([CH:32]=[CH:33][C:34](O)=[O:35])=[CH:30][CH:29]=[C:28]([C:37]([F:40])([F:39])[F:38])[N:27]=1.O.[Cl-].COC1N=C(OC)N=C([N+]2(C)CCOCC2)N=1. (5) Given the product [CH2:8]([C:12]1([O:18][CH3:19])[CH2:13][CH2:14][N:15]([C:21]2[CH:31]=[CH:30][C:24]([C:25]([O:27][CH2:28][CH3:29])=[O:26])=[CH:23][CH:22]=2)[CH2:16][CH2:17]1)[CH2:9][CH2:10][CH3:11], predict the reactants needed to synthesize it. The reactants are: FC(F)(F)C(O)=O.[CH2:8]([C:12]1([O:18][CH3:19])[CH2:17][CH2:16][NH:15][CH2:14][CH2:13]1)[CH2:9][CH2:10][CH3:11].F[C:21]1[CH:31]=[CH:30][C:24]([C:25]([O:27][CH2:28][CH3:29])=[O:26])=[CH:23][CH:22]=1.C(=O)([O-])[O-].[K+].[K+].O.